Dataset: CYP3A4 inhibition data for predicting drug metabolism from PubChem BioAssay. Task: Regression/Classification. Given a drug SMILES string, predict its absorption, distribution, metabolism, or excretion properties. Task type varies by dataset: regression for continuous measurements (e.g., permeability, clearance, half-life) or binary classification for categorical outcomes (e.g., BBB penetration, CYP inhibition). Dataset: cyp3a4_veith. (1) The compound is COC(=O)C1=C(C)NC(C)=C([N+](=O)[O-])[C@@H]1c1ccccc1C(F)(F)F. The result is 1 (inhibitor). (2) The compound is CCOC(=O)C1(N(CC)CC)Sc2cc(C)ccc2NC1=O. The result is 1 (inhibitor).